Dataset: Peptide-MHC class II binding affinity with 134,281 pairs from IEDB. Task: Regression. Given a peptide amino acid sequence and an MHC pseudo amino acid sequence, predict their binding affinity value. This is MHC class II binding data. (1) The peptide sequence is VPFNVAQAYCIGKLK. The MHC is H-2-IAb with pseudo-sequence H-2-IAb. The binding affinity (normalized) is 0.383. (2) The peptide sequence is VDIMVRDGQLTIKAE. The MHC is HLA-DQA10501-DQB10301 with pseudo-sequence HLA-DQA10501-DQB10301. The binding affinity (normalized) is 0.251.